From a dataset of Catalyst prediction with 721,799 reactions and 888 catalyst types from USPTO. Predict which catalyst facilitates the given reaction. Reactant: [NH2:1][C:2]1[CH:7]=[C:6]([O:8][CH3:9])[CH:5]=[CH:4][C:3]=1[C:10](=[O:12])[CH3:11].[N:13]([O-])=O.[Na+]. Product: [CH3:9][O:8][C:6]1[CH:7]=[C:2]2[C:3]([C:10]([OH:12])=[CH:11][N:13]=[N:1]2)=[CH:4][CH:5]=1. The catalyst class is: 126.